This data is from Peptide-MHC class I binding affinity with 185,985 pairs from IEDB/IMGT. The task is: Regression. Given a peptide amino acid sequence and an MHC pseudo amino acid sequence, predict their binding affinity value. This is MHC class I binding data. (1) The peptide sequence is FSLPAQLL. The MHC is HLA-B57:01 with pseudo-sequence HLA-B57:01. The binding affinity (normalized) is 0.513. (2) The peptide sequence is TQSRDLEDFK. The MHC is HLA-A11:01 with pseudo-sequence HLA-A11:01. The binding affinity (normalized) is 0.128. (3) The peptide sequence is GHFPLQHAL. The MHC is HLA-B44:02 with pseudo-sequence HLA-B44:02. The binding affinity (normalized) is 0.0847. (4) The peptide sequence is FQACNTDAL. The MHC is H-2-Kb with pseudo-sequence H-2-Kb. The binding affinity (normalized) is 0.0866. (5) The peptide sequence is RRRWEQLL. The MHC is Mamu-B08 with pseudo-sequence Mamu-B08. The binding affinity (normalized) is 0.552. (6) The peptide sequence is SWHHTSDDF. The MHC is HLA-A24:03 with pseudo-sequence HLA-A24:03. The binding affinity (normalized) is 0.728.